Task: Predict the reactants needed to synthesize the given product.. Dataset: Full USPTO retrosynthesis dataset with 1.9M reactions from patents (1976-2016) The reactants are: [CH3:1][O:2][C:3]([C:5]1([CH2:11][C:12]([OH:14])=O)[CH2:10][CH2:9][O:8][CH2:7][CH2:6]1)=[O:4].S(Cl)([Cl:17])=O. Given the product [Cl:17][C:12](=[O:14])[CH2:11][C:5]1([C:3]([O:2][CH3:1])=[O:4])[CH2:10][CH2:9][O:8][CH2:7][CH2:6]1, predict the reactants needed to synthesize it.